Dataset: Full USPTO retrosynthesis dataset with 1.9M reactions from patents (1976-2016). Task: Predict the reactants needed to synthesize the given product. (1) Given the product [ClH:17].[ClH:17].[NH2:10][CH2:9][C:5]1[C:6](=[O:8])[NH:7][C:2]([CH3:1])=[CH:3][C:4]=1[C:11]([F:12])([F:13])[F:14], predict the reactants needed to synthesize it. The reactants are: [CH3:1][C:2]1[NH:7][C:6](=[O:8])[C:5]([C:9]#[N:10])=[C:4]([C:11]([F:14])([F:13])[F:12])[CH:3]=1.N#N.[ClH:17]. (2) Given the product [C:32]([N:16]([CH2:15][C:14]1[CH:30]=[CH:31][C:11]([C:1]#[C:2][CH2:3][CH2:4][CH2:5][CH2:6][CH2:7][CH2:8][CH2:9][CH3:10])=[CH:12][CH:13]=1)[C:17]1[CH:18]=[CH:19][C:20](/[CH:23]=[CH:24]/[C:25]([O:27][CH2:28][CH3:29])=[O:26])=[CH:21][CH:22]=1)(=[O:34])[CH3:33], predict the reactants needed to synthesize it. The reactants are: [C:1]([C:11]1[CH:31]=[CH:30][C:14]([CH2:15][NH:16][C:17]2[CH:22]=[CH:21][C:20](/[CH:23]=[CH:24]/[C:25]([O:27][CH2:28][CH3:29])=[O:26])=[CH:19][CH:18]=2)=[CH:13][CH:12]=1)#[C:2][CH2:3][CH2:4][CH2:5][CH2:6][CH2:7][CH2:8][CH2:9][CH3:10].[C:32](Cl)(=[O:34])[CH3:33]. (3) The reactants are: Br[C:2]1[CH:3]=[C:4]([C@H:8]2[CH2:14][N:13]([C:15]3[N:16]([CH3:28])[C:17](=[O:27])[CH:18]=[C:19]([C:21]4[CH:26]=[CH:25][N:24]=[CH:23][N:22]=4)[N:20]=3)[CH2:12][CH2:11][CH2:10][O:9]2)[CH:5]=[CH:6][CH:7]=1.[CH3:29][N:30](C)C(=O)C. Given the product [C:29]([C:2]1[CH:3]=[C:4]([C@@H:8]2[CH2:14][N:13]([C:15]3[N:16]([CH3:28])[C:17](=[O:27])[CH:18]=[C:19]([C:21]4[CH:26]=[CH:25][N:24]=[CH:23][N:22]=4)[N:20]=3)[CH2:12][CH2:11][CH2:10][O:9]2)[CH:5]=[CH:6][CH:7]=1)#[N:30], predict the reactants needed to synthesize it. (4) Given the product [CH3:25][C:17]1[CH:16]=[N:12][C:10]2[N:9]([N:8]=[C:7]([C:1]3[CH:2]=[CH:3][CH:4]=[CH:5][CH:6]=3)[CH:11]=2)[CH:18]=1, predict the reactants needed to synthesize it. The reactants are: [C:1]1([C:7]2[CH:11]=[C:10]([NH2:12])[NH:9][N:8]=2)[CH:6]=[CH:5][CH:4]=[CH:3][CH:2]=1.C(O[CH:16](OCC)[CH:17]([CH3:25])[CH:18](OCC)OCC)C. (5) Given the product [Cl:1][C:2]1[CH:10]=[C:9]2[C:5]([C:6]([C:11]([N:13]3[CH2:14][CH2:15][CH:16]([C:19]4[C:27]5[O:26][CH2:25][CH2:24][C:23]=5[CH:22]=[CH:21][CH:20]=4)[CH2:17][CH2:18]3)=[O:12])=[CH:7][N:8]2[CH2:29][C:30]([N:32]([CH3:34])[CH3:33])=[O:31])=[CH:4][CH:3]=1, predict the reactants needed to synthesize it. The reactants are: [Cl:1][C:2]1[CH:10]=[C:9]2[C:5]([C:6]([C:11]([N:13]3[CH2:18][CH2:17][CH:16]([C:19]4[C:27]5[O:26][CH2:25][CH2:24][C:23]=5[CH:22]=[CH:21][CH:20]=4)[CH2:15][CH2:14]3)=[O:12])=[CH:7][NH:8]2)=[CH:4][CH:3]=1.Cl[CH2:29][C:30]([N:32]([CH3:34])[CH3:33])=[O:31]. (6) Given the product [C:23]([O:22][C:16]1[CH:15]=[C:14]2[C:19]([CH:20]=[C:11]([C:8]3[CH:9]=[CH:10][C:5]([O:4][C:1](=[O:3])[CH3:2])=[CH:6][CH:7]=3)[CH:12]([CH2:26][CH2:27][CH2:28][CH3:29])[O:13]2)=[CH:18][CH:17]=1)(=[O:25])[CH3:24], predict the reactants needed to synthesize it. The reactants are: [C:1]([O:4][C:5]1[CH:10]=[CH:9][C:8]([CH:11]2[CH:20](O)[C:19]3[C:14](=[CH:15][C:16]([O:22][C:23](=[O:25])[CH3:24])=[CH:17][CH:18]=3)[O:13][CH:12]2[CH2:26][CH2:27][CH2:28][CH3:29])=[CH:7][CH:6]=1)(=[O:3])[CH3:2].P(=O)(O)(O)O.C(=O)([O-])O.[Na+]. (7) Given the product [CH3:1][O:2][C:3]1[CH:8]=[CH:7][C:6]([C:9]2[C:17]3[C:16]([NH:18][CH2:19][CH2:20][CH2:21][CH2:22][CH2:23][CH2:24][C:25]#[N:37])=[N:15][CH:14]=[N:13][C:12]=3[O:11][C:10]=2[C:30]2[CH:35]=[CH:34][CH:33]=[CH:32][CH:31]=2)=[CH:5][CH:4]=1, predict the reactants needed to synthesize it. The reactants are: [CH3:1][O:2][C:3]1[CH:8]=[CH:7][C:6]([C:9]2[C:17]3[C:16]([NH:18][CH2:19][CH2:20][CH2:21][CH2:22][CH2:23][CH2:24][CH2:25]S([O-])(=O)=O)=[N:15][CH:14]=[N:13][C:12]=3[O:11][C:10]=2[C:30]2[CH:35]=[CH:34][CH:33]=[CH:32][CH:31]=2)=[CH:5][CH:4]=1.[C-]#[N:37].[K+]. (8) Given the product [CH3:1][O:2][C:3]1[CH:4]=[CH:5][C:6]([NH:9][C:10]([N:26]2[CH2:27][CH2:28][C:23]3([N:19]([CH2:12][C:13]4[CH:18]=[CH:17][CH:16]=[CH:15][CH:14]=4)[C:20](=[O:36])[CH:21]([CH2:29][C:30]4[CH:35]=[CH:34][CH:33]=[CH:32][CH:31]=4)[NH:22]3)[CH2:24][CH2:25]2)=[O:11])=[CH:7][CH:8]=1, predict the reactants needed to synthesize it. The reactants are: [CH3:1][O:2][C:3]1[CH:8]=[CH:7][C:6]([N:9]=[C:10]=[O:11])=[CH:5][CH:4]=1.[CH2:12]([N:19]1[C:23]2([CH2:28][CH2:27][NH:26][CH2:25][CH2:24]2)[NH:22][CH:21]([CH2:29][C:30]2[CH:35]=[CH:34][CH:33]=[CH:32][CH:31]=2)[C:20]1=[O:36])[C:13]1[CH:18]=[CH:17][CH:16]=[CH:15][CH:14]=1. (9) Given the product [N+:20]([C:16]1[CH:17]=[C:18]2[N:19]=[C:7]([C:6]3[CH:5]=[C:4]([CH:11]=[CH:10][CH:9]=3)[C:1]([OH:3])=[O:2])[NH:12][C:13]2=[N:14][CH:15]=1)([O-:22])=[O:21], predict the reactants needed to synthesize it. The reactants are: [C:1]([C:4]1[CH:5]=[C:6]([CH:9]=[CH:10][CH:11]=1)[CH:7]=O)([OH:3])=[O:2].[NH2:12][C:13]1[C:18]([NH2:19])=[CH:17][C:16]([N+:20]([O-:22])=[O:21])=[CH:15][N:14]=1.C(OCC)(=O)C.C(OCC)C. (10) Given the product [Br:11][C:9]1[CH:8]=[N:7][C:6]2=[C:2]([N:16]3[CH2:17][CH2:18][CH:13]([OH:12])[CH2:14][CH2:15]3)[S:3][N:4]=[C:5]2[CH:10]=1, predict the reactants needed to synthesize it. The reactants are: Br[C:2]1[S:3][N:4]=[C:5]2[CH:10]=[C:9]([Br:11])[CH:8]=[N:7][C:6]=12.[OH:12][CH:13]1[CH2:18][CH2:17][NH:16][CH2:15][CH2:14]1.